From a dataset of Blood-brain barrier permeability classification from the B3DB database. Regression/Classification. Given a drug SMILES string, predict its absorption, distribution, metabolism, or excretion properties. Task type varies by dataset: regression for continuous measurements (e.g., permeability, clearance, half-life) or binary classification for categorical outcomes (e.g., BBB penetration, CYP inhibition). Dataset: b3db_classification. (1) The drug is CN(C)CC/C=C1\c2ccccc2COc2ccccc21. The result is 1 (penetrates BBB). (2) The drug is CO/N=C(\C(=O)N[C@@H]1C(=O)N2C(C(=O)O)=C(C[n+]3ccc(N)n3CCO)CS[C@H]12)c1csc(N)n1. The result is 0 (does not penetrate BBB). (3) The compound is NC[C@@H]1[C@@H](c2ccc3c(c2)OCO3)[C@@H]1S(=O)(=O)c1ccccc1. The result is 1 (penetrates BBB). (4) The compound is OCCOCCN1CCN(C2=Nc3ccccc3Sc3ccccc32)CC1. The result is 1 (penetrates BBB). (5) The molecule is COCCCOc1cc(CC(CC(N)C(O)CC(C(=O)NCC(C)(C)C(N)=O)C(C)C)C(C)C)ccc1OC. The result is 0 (does not penetrate BBB). (6) The molecule is C=CCC1(C(C)C)C(=O)NC(=O)NC1=O. The result is 1 (penetrates BBB).